This data is from Catalyst prediction with 721,799 reactions and 888 catalyst types from USPTO. The task is: Predict which catalyst facilitates the given reaction. Reactant: C(NC1CCCCC1)(C)C.C([Li])CCC.[CH3:16][O:17][C:18](=[O:28])[CH2:19][C:20]1[CH:25]=[CH:24][CH:23]=[CH:22][C:21]=1[O:26][CH3:27].[Cl:29][C:30]1[N:35]=[C:34]([Cl:36])[C:33]([CH2:37]I)=[CH:32][N:31]=1. Product: [CH3:16][O:17][C:18](=[O:28])[CH:19]([C:20]1[CH:25]=[CH:24][CH:23]=[CH:22][C:21]=1[O:26][CH3:27])[CH2:37][C:33]1[C:34]([Cl:36])=[N:35][C:30]([Cl:29])=[N:31][CH:32]=1. The catalyst class is: 54.